This data is from Peptide-MHC class I binding affinity with 185,985 pairs from IEDB/IMGT. The task is: Regression. Given a peptide amino acid sequence and an MHC pseudo amino acid sequence, predict their binding affinity value. This is MHC class I binding data. The peptide sequence is PIQKETWDTW. The MHC is HLA-A30:01 with pseudo-sequence HLA-A30:01. The binding affinity (normalized) is 0.